Predict the product of the given reaction. From a dataset of Forward reaction prediction with 1.9M reactions from USPTO patents (1976-2016). (1) Given the reactants [CH2:1]1[CH2:10][O:9][C:8]2[CH:7]=[CH:6][C:5]([NH:11][C:12]3[C:17]([F:18])=[CH:16][N:15]=[C:14]([NH:19][C:20]4[CH:25]=[CH:24][CH:23]=[C:22](O)[CH:21]=4)[N:13]=3)=[CH:4][C:3]=2[O:2]1.FC1C(N)=NC=NC=1.[CH2:35]([N:42]1[CH2:47][CH2:46][N:45](C2C=CC(N)=CC=2)[CH2:44][CH2:43]1)[C:36]1[CH:41]=[CH:40][CH:39]=[CH:38][CH:37]=1, predict the reaction product. The product is: [CH2:35]([N:42]1[CH2:47][CH2:46][N:45]([C:23]2[CH:22]=[CH:21][C:20]([NH:19][C:14]3[N:13]=[C:12]([NH:11][C:5]4[CH:6]=[CH:7][C:8]5[O:9][CH2:10][CH2:1][O:2][C:3]=5[CH:4]=4)[C:17]([F:18])=[CH:16][N:15]=3)=[CH:25][CH:24]=2)[CH2:44][CH2:43]1)[C:36]1[CH:37]=[CH:38][CH:39]=[CH:40][CH:41]=1. (2) Given the reactants [F:1][C:2]([F:15])([F:14])[C:3]1[N:8]=[CH:7][C:6]([NH:9][C:10](=[O:13])OC)=[CH:5][CH:4]=1.[CH3:16][C@H:17]1[CH2:22][NH:21][C@H:20]([CH3:23])[CH2:19][N:18]1[C:24]1[CH:31]=[CH:30][C:27]([C:28]#[N:29])=[C:26]([O:32][CH3:33])[CH:25]=1.C1CCN2C(=NCCC2)CC1, predict the reaction product. The product is: [C:28]([C:27]1[CH:30]=[CH:31][C:24]([N:18]2[C@@H:17]([CH3:16])[CH2:22][N:21]([C:10]([NH:9][C:6]3[CH:7]=[N:8][C:3]([C:2]([F:1])([F:14])[F:15])=[CH:4][CH:5]=3)=[O:13])[C@H:20]([CH3:23])[CH2:19]2)=[CH:25][C:26]=1[O:32][CH3:33])#[N:29]. (3) Given the reactants [CH3:1][C:2]1([CH3:14])[C:11]([C:12]#N)=[CH:10][C:9]2[C:4](=[CH:5][CH:6]=[CH:7][CH:8]=2)[S:3]1.[OH-:15].[K+].Cl.C[OH:19], predict the reaction product. The product is: [CH3:1][C:2]1([CH3:14])[C:11]([C:12]([OH:19])=[O:15])=[CH:10][C:9]2[C:4](=[CH:5][CH:6]=[CH:7][CH:8]=2)[S:3]1.